Predict the reactants needed to synthesize the given product. From a dataset of Retrosynthesis with 50K atom-mapped reactions and 10 reaction types from USPTO. The reactants are: COC(=O)c1cc(-c2ccccc2)nc(-c2ccccc2)n1. Given the product O=C(O)c1cc(-c2ccccc2)nc(-c2ccccc2)n1, predict the reactants needed to synthesize it.